From a dataset of Merck oncology drug combination screen with 23,052 pairs across 39 cell lines. Regression. Given two drug SMILES strings and cell line genomic features, predict the synergy score measuring deviation from expected non-interaction effect. (1) Drug 1: O=C(O)C1(Cc2cccc(Nc3nccs3)n2)CCC(Oc2cccc(Cl)c2F)CC1. Drug 2: CC1(c2nc3c(C(N)=O)cccc3[nH]2)CCCN1. Cell line: OV90. Synergy scores: synergy=2.13. (2) Drug 1: CCN(CC)CCNC(=O)c1c(C)[nH]c(C=C2C(=O)Nc3ccc(F)cc32)c1C. Drug 2: CC(C)CC(NC(=O)C(Cc1ccccc1)NC(=O)c1cnccn1)B(O)O. Cell line: ZR751. Synergy scores: synergy=-23.4. (3) Drug 1: CC(C)CC(NC(=O)C(Cc1ccccc1)NC(=O)c1cnccn1)B(O)O. Drug 2: NC1CCCCC1N.O=C(O)C(=O)O.[Pt+2]. Cell line: SKMEL30. Synergy scores: synergy=-1.60. (4) Drug 1: CCC1(O)CC2CN(CCc3c([nH]c4ccccc34)C(C(=O)OC)(c3cc4c(cc3OC)N(C)C3C(O)(C(=O)OC)C(OC(C)=O)C5(CC)C=CCN6CCC43C65)C2)C1. Drug 2: Cn1nnc2c(C(N)=O)ncn2c1=O. Cell line: EFM192B. Synergy scores: synergy=-51.0. (5) Drug 1: N#Cc1ccc(Cn2cncc2CN2CCN(c3cccc(Cl)c3)C(=O)C2)cc1. Drug 2: CS(=O)(=O)CCNCc1ccc(-c2ccc3ncnc(Nc4ccc(OCc5cccc(F)c5)c(Cl)c4)c3c2)o1. Cell line: ES2. Synergy scores: synergy=13.2. (6) Drug 1: CS(=O)(=O)CCNCc1ccc(-c2ccc3ncnc(Nc4ccc(OCc5cccc(F)c5)c(Cl)c4)c3c2)o1. Drug 2: C#Cc1cccc(Nc2ncnc3cc(OCCOC)c(OCCOC)cc23)c1. Cell line: OVCAR3. Synergy scores: synergy=-9.03. (7) Drug 1: NC(=O)c1cccc2cn(-c3ccc(C4CCCNC4)cc3)nc12. Drug 2: CCc1c2c(nc3ccc(O)cc13)-c1cc3c(c(=O)n1C2)COC(=O)C3(O)CC. Cell line: HCT116. Synergy scores: synergy=25.6. (8) Drug 1: CN1C(=O)C=CC2(C)C3CCC4(C)C(NC(=O)OCC(F)(F)F)CCC4C3CCC12. Drug 2: COc1cc(C2c3cc4c(cc3C(OC3OC5COC(C)OC5C(O)C3O)C3COC(=O)C23)OCO4)cc(OC)c1O. Cell line: OCUBM. Synergy scores: synergy=13.2. (9) Drug 1: CS(=O)(=O)CCNCc1ccc(-c2ccc3ncnc(Nc4ccc(OCc5cccc(F)c5)c(Cl)c4)c3c2)o1. Drug 2: O=C(NOCC(O)CO)c1ccc(F)c(F)c1Nc1ccc(I)cc1F. Cell line: KPL1. Synergy scores: synergy=16.3.